Dataset: Reaction yield outcomes from USPTO patents with 853,638 reactions. Task: Predict the reaction yield, written as a fraction of the theoretical maximum amount of product (1.0 means a 100% yield; for example, 0.34 means a 34% yield). The reactants are [CH2:1]([O:7][C:8]1[CH:14]=[CH:13][C:11]([NH2:12])=[CH:10][CH:9]=1)[CH2:2][CH2:3][CH2:4][CH2:5][CH3:6].C[O:16][C:17](=O)[CH2:18][C:19](=[O:24])[C:20]([CH3:23])([CH3:22])[CH3:21]. The catalyst is CC1C=CC(C)=CC=1. The product is [CH2:1]([O:7][C:8]1[CH:14]=[CH:13][C:11]([NH:12][C:17](=[O:16])[CH2:18][C:19](=[O:24])[C:20]([CH3:23])([CH3:22])[CH3:21])=[CH:10][CH:9]=1)[CH2:2][CH2:3][CH2:4][CH2:5][CH3:6]. The yield is 0.820.